Dataset: Catalyst prediction with 721,799 reactions and 888 catalyst types from USPTO. Task: Predict which catalyst facilitates the given reaction. Reactant: [NH:1]1[CH2:5][CH2:4][CH:3]([O:6][C:7]2[C:8]([C:13]3[CH:18]=[CH:17][N:16]=[CH:15][CH:14]=3)=[N:9][CH:10]=[CH:11][CH:12]=2)[CH2:2]1.C(N(CC)CC)C.CN(C=O)C.[CH3:31][O:32][C:33]1[CH:38]=[CH:37][C:36]([S:39](Cl)(=[O:41])=[O:40])=[CH:35][CH:34]=1. Product: [CH3:31][O:32][C:33]1[CH:34]=[CH:35][C:36]([S:39]([N:1]2[CH2:5][CH2:4][CH:3]([O:6][C:7]3[C:8]([C:13]4[CH:18]=[CH:17][N:16]=[CH:15][CH:14]=4)=[N:9][CH:10]=[CH:11][CH:12]=3)[CH2:2]2)(=[O:41])=[O:40])=[CH:37][CH:38]=1. The catalyst class is: 6.